This data is from Catalyst prediction with 721,799 reactions and 888 catalyst types from USPTO. The task is: Predict which catalyst facilitates the given reaction. (1) Reactant: [OH-].[Li+].O.[Cl:4][C:5]1[C:9]([CH2:10][N:11]([S:13]([C:16]2[CH:21]=[CH:20][C:19]([Cl:22])=[CH:18][CH:17]=2)(=[O:15])=[O:14])[CH3:12])=[CH:8][S:7][C:6]=1[C:23]([O:25]C)=[O:24]. Product: [Cl:4][C:5]1[C:9]([CH2:10][N:11]([S:13]([C:16]2[CH:21]=[CH:20][C:19]([Cl:22])=[CH:18][CH:17]=2)(=[O:15])=[O:14])[CH3:12])=[CH:8][S:7][C:6]=1[C:23]([OH:25])=[O:24]. The catalyst class is: 12. (2) Reactant: [H-].[Na+].[CH3:3][O:4][C:5]1[CH:10]=[CH:9][C:8]([N:11]2[CH2:15][C@H:14]([CH2:16][CH2:17][CH3:18])[NH:13][C:12]2=[O:19])=[CH:7][CH:6]=1.Cl[CH2:21][C:22]([NH:24][C:25]1[CH:30]=[C:29]([C:31]([F:34])([F:33])[F:32])[CH:28]=[CH:27][N:26]=1)=[O:23]. Product: [CH3:3][O:4][C:5]1[CH:6]=[CH:7][C:8]([N:11]2[CH2:15][C@H:14]([CH2:16][CH2:17][CH3:18])[N:13]([CH2:21][C:22]([NH:24][C:25]3[CH:30]=[C:29]([C:31]([F:34])([F:32])[F:33])[CH:28]=[CH:27][N:26]=3)=[O:23])[C:12]2=[O:19])=[CH:9][CH:10]=1. The catalyst class is: 3.